Dataset: Forward reaction prediction with 1.9M reactions from USPTO patents (1976-2016). Task: Predict the product of the given reaction. Given the reactants Cl.[NH2:2][OH:3].[Cl:4][CH2:5][C:6]1[CH:13]=[CH:12][C:9]([CH:10]=O)=[CH:8][CH:7]=1, predict the reaction product. The product is: [Cl:4][CH2:5][C:6]1[CH:13]=[CH:12][C:9]([CH:10]=[N:2][OH:3])=[CH:8][CH:7]=1.